From a dataset of Catalyst prediction with 721,799 reactions and 888 catalyst types from USPTO. Predict which catalyst facilitates the given reaction. (1) Reactant: [Si:1]([O:18][CH2:19][C@H:20]1[NH:24][C:23](=[O:25])[CH2:22][CH2:21]1)([C:14]([CH3:17])([CH3:16])[CH3:15])([C:8]1[CH:13]=[CH:12][CH:11]=[CH:10][CH:9]=1)[C:2]1[CH:7]=[CH:6][CH:5]=[CH:4][CH:3]=1.[CH3:26][C:27]([O:30][C:31](O[C:31]([O:30][C:27]([CH3:29])([CH3:28])[CH3:26])=[O:32])=[O:32])([CH3:29])[CH3:28]. Product: [C:27]([O:30][C:31]([N:24]1[CH:20]([CH2:19][O:18][Si:1]([C:14]([CH3:17])([CH3:15])[CH3:16])([C:8]2[CH:13]=[CH:12][CH:11]=[CH:10][CH:9]=2)[C:2]2[CH:7]=[CH:6][CH:5]=[CH:4][CH:3]=2)[CH2:21][CH2:22][C:23]1=[O:25])=[O:32])([CH3:29])([CH3:28])[CH3:26]. The catalyst class is: 616. (2) Reactant: [F:1][C:2]1[CH:3]=[C:4]([C@H:10]([NH:13][S@@](C(C)(C)C)=O)[CH:11]=[CH2:12])[CH:5]=[C:6]([CH2:8][F:9])[CH:7]=1.Cl. Product: [F:1][C:2]1[CH:3]=[C:4]([C@H:10]([NH2:13])[CH:11]=[CH2:12])[CH:5]=[C:6]([CH2:8][F:9])[CH:7]=1. The catalyst class is: 5. (3) Reactant: [Cl:1][C:2]1[C:10]2[N:9]=[C:8]([C@@H:11]([NH2:13])[CH3:12])[N:7]([C:14]3[CH:19]=[CH:18][CH:17]=[CH:16][CH:15]=3)[C:6]=2[CH:5]=[CH:4][CH:3]=1.Cl[C:21]1[N:29]=[CH:28][N:27]=[C:26]2[C:22]=1[N:23]=[CH:24][NH:25]2.CCN(C(C)C)C(C)C. Product: [Cl:1][C:2]1[C:10]2[N:9]=[C:8]([C@@H:11]([NH:13][C:21]3[N:29]=[CH:28][N:27]=[C:26]4[C:22]=3[N:23]=[CH:24][NH:25]4)[CH3:12])[N:7]([C:14]3[CH:15]=[CH:16][CH:17]=[CH:18][CH:19]=3)[C:6]=2[CH:5]=[CH:4][CH:3]=1. The catalyst class is: 51.